From a dataset of Full USPTO retrosynthesis dataset with 1.9M reactions from patents (1976-2016). Predict the reactants needed to synthesize the given product. (1) Given the product [C:1]([C:5]1[CH:13]=[C:12]2[C:8]([CH2:9][CH2:10][N:11]2[S:25]([C:22]2[CH:21]=[CH:20][C:19]([C:17]#[N:18])=[CH:24][CH:23]=2)(=[O:27])=[O:26])=[CH:7][C:6]=1[S:14][C:15]#[N:16])([CH3:4])([CH3:2])[CH3:3], predict the reactants needed to synthesize it. The reactants are: [C:1]([C:5]1[CH:13]=[C:12]2[C:8]([CH2:9][CH2:10][NH:11]2)=[CH:7][C:6]=1[S:14][C:15]#[N:16])([CH3:4])([CH3:3])[CH3:2].[C:17]([C:19]1[CH:24]=[CH:23][C:22]([S:25](Cl)(=[O:27])=[O:26])=[CH:21][CH:20]=1)#[N:18].N1C=CC=CC=1. (2) Given the product [Cl:1][C:2]1[C:10]([O:11][CH3:12])=[CH:9][CH:8]=[C:7]2[C:3]=1[CH2:4][CH:5]([CH2:19][CH2:20][F:21])[C:6]2=[O:13], predict the reactants needed to synthesize it. The reactants are: [Cl:1][C:2]1[C:10]([O:11][CH3:12])=[CH:9][CH:8]=[C:7]2[C:3]=1[CH2:4][C:5]([CH2:19][CH2:20][F:21])(C(OCC)=O)[C:6]2=[O:13].[OH-].[Na+].Cl. (3) Given the product [C:19]([O:23][C:24](=[O:30])[NH:25][CH2:26][CH2:27][CH2:28][O:18][C:4]1[CH:5]=[CH:6][C:7]([B:9]2[O:10][C:11]([CH3:17])([CH3:16])[C:12]([CH3:14])([CH3:15])[O:13]2)=[CH:8][C:3]=1[O:2][CH3:1])([CH3:22])([CH3:21])[CH3:20], predict the reactants needed to synthesize it. The reactants are: [CH3:1][O:2][C:3]1[CH:8]=[C:7]([B:9]2[O:13][C:12]([CH3:15])([CH3:14])[C:11]([CH3:17])([CH3:16])[O:10]2)[CH:6]=[CH:5][C:4]=1[OH:18].[C:19]([O:23][C:24](=[O:30])[NH:25][CH2:26][CH2:27][CH2:28]Br)([CH3:22])([CH3:21])[CH3:20].C([O-])([O-])=O.[Cs+].[Cs+].O.